This data is from CYP2D6 inhibition data for predicting drug metabolism from PubChem BioAssay. The task is: Regression/Classification. Given a drug SMILES string, predict its absorption, distribution, metabolism, or excretion properties. Task type varies by dataset: regression for continuous measurements (e.g., permeability, clearance, half-life) or binary classification for categorical outcomes (e.g., BBB penetration, CYP inhibition). Dataset: cyp2d6_veith. (1) The compound is COc1ccccc1-n1c(SCC(=O)N2CCCC2)nc2cccnc21. The result is 0 (non-inhibitor). (2) The compound is CCOC(=O)c1c(-c2ccc(OC)cc2)csc1NC(=O)CCN1C(=O)c2ccccc2C1=O. The result is 0 (non-inhibitor).